The task is: Predict which catalyst facilitates the given reaction.. This data is from Catalyst prediction with 721,799 reactions and 888 catalyst types from USPTO. (1) Reactant: [CH3:1][N:2]([CH3:43])[CH2:3][CH2:4][CH2:5][CH2:6][CH2:7][C:8]([O:10][CH:11]([CH:22]([CH2:33][CH2:34][CH2:35]/[CH:36]=[CH:37]\[CH2:38][CH2:39][CH2:40][CH2:41][CH3:42])[CH2:23][CH2:24][CH2:25]/[CH:26]=[CH:27]\[CH2:28][CH2:29][CH2:30][CH2:31][CH3:32])[CH2:12][CH2:13][CH2:14]/[CH:15]=[CH:16]\[CH2:17][CH2:18][CH2:19][CH2:20]C)=[O:9].CNC. Product: [CH3:43][N:2]([CH3:1])[CH2:3][CH2:4][CH2:5][CH2:6][CH2:7][C:8]([O:10][CH:11]([CH:22]([CH2:23][CH2:24][CH2:25]/[CH:26]=[CH:27]\[CH2:28][CH2:29][CH2:30][CH2:31][CH3:32])[CH2:33][CH2:34][CH2:35]/[CH:36]=[CH:37]\[CH2:38][CH2:39][CH2:40][CH2:41][CH3:42])[CH2:12][CH2:13]/[CH:14]=[CH:15]\[CH2:16][CH2:17][CH2:18][CH2:19][CH3:20])=[O:9]. The catalyst class is: 8. (2) Reactant: [F:1][C:2]([F:24])([F:23])[C:3]1[CH:4]=[C:5]([N:13]2[C:17]3=[N:18][CH:19]=[N:20][C:21](Cl)=[C:16]3[CH:15]=[N:14]2)[CH:6]=[C:7]([C:9]([F:12])([F:11])[F:10])[CH:8]=1.[C:25]([O:29][C:30]([N:32]1[CH2:37][CH2:36][CH:35]([OH:38])[CH2:34][CH2:33]1)=[O:31])([CH3:28])([CH3:27])[CH3:26].[H-].[Na+]. Product: [C:25]([O:29][C:30]([N:32]1[CH2:37][CH2:36][CH:35]([O:38][C:21]2[N:20]=[CH:19][N:18]=[C:17]3[N:13]([C:5]4[CH:4]=[C:3]([C:2]([F:24])([F:23])[F:1])[CH:8]=[C:7]([C:9]([F:12])([F:11])[F:10])[CH:6]=4)[N:14]=[CH:15][C:16]=23)[CH2:34][CH2:33]1)=[O:31])([CH3:28])([CH3:26])[CH3:27]. The catalyst class is: 1.